This data is from Full USPTO retrosynthesis dataset with 1.9M reactions from patents (1976-2016). The task is: Predict the reactants needed to synthesize the given product. (1) Given the product [CH3:1][O:2][C:3]1[CH:4]=[C:5]([CH:6]([NH2:7])[CH2:11][CH3:12])[CH:8]=[CH:9][CH:10]=1, predict the reactants needed to synthesize it. The reactants are: [CH3:1][O:2][C:3]1[CH:4]=[C:5]([CH:8]=[CH:9][CH:10]=1)[C:6]#[N:7].[CH2:11]([Mg]Br)[CH3:12].CO.[H-].[H-].[H-].[H-].[Li+].[Al+3]. (2) Given the product [OH:11][CH2:10][C:2]1[O:1][C:5]2[CH:6]=[CH:7][CH:8]=[CH:9][C:4]=2[CH:3]=1, predict the reactants needed to synthesize it. The reactants are: [O:1]1[C:5]2[CH:6]=[CH:7][CH:8]=[CH:9][C:4]=2[CH:3]=[C:2]1[CH:10]=[O:11].[BH4-].[Na+].O. (3) Given the product [OH:4][C@H:5]1[CH2:22][CH2:21][C@@:20]2([CH3:23])[C:7](=[CH:8][CH2:9][C@@H:10]3[C@@H:19]2[CH2:18][CH2:17][C@@:15]2([CH3:16])[C@H:11]3[CH2:12][CH:13]=[C:14]2[N:24]2[CH:28]=[CH:27][N:26]=[CH:25]2)[CH2:6]1, predict the reactants needed to synthesize it. The reactants are: C([O:4][C@H:5]1[CH2:22][CH2:21][C@@:20]2([CH3:23])[C:7](=[CH:8][CH2:9][C@@H:10]3[C@@H:19]2[CH2:18][CH2:17][C@@:15]2([CH3:16])[C@H:11]3[CH2:12][CH:13]=[C:14]2[N:24]2[CH:28]=[CH:27][N:26]=[CH:25]2)[CH2:6]1)(=O)C. (4) Given the product [CH3:37][N:38]1[CH2:9][CH:4]2[CH2:10][CH:7]([N:6]([C:11]([O:13][C:14]([CH3:17])([CH3:16])[CH3:15])=[O:12])[N:5]2[C:18]([O:20][CH2:21][C:22]2[CH:27]=[CH:26][CH:25]=[CH:24][CH:23]=2)=[O:19])[CH2:8]1, predict the reactants needed to synthesize it. The reactants are: O=[O+][O-].[CH:4]12[CH2:10][CH:7]([CH:8]=[CH:9]1)[N:6]([C:11]([O:13][C:14]([CH3:17])([CH3:16])[CH3:15])=[O:12])[N:5]2[C:18]([O:20][CH2:21][C:22]1[CH:27]=[CH:26][CH:25]=[CH:24][CH:23]=1)=[O:19].N#N.S(C)C.CC(O)=O.[CH3:37][NH2:38].[BH-](OC(C)=O)(OC(C)=O)OC(C)=O.[Na+].